From a dataset of Full USPTO retrosynthesis dataset with 1.9M reactions from patents (1976-2016). Predict the reactants needed to synthesize the given product. (1) Given the product [Cl:25][C:3]1[C:2]([C:31]2[CH:32]=[N:33][C:28]([O:27][CH3:26])=[CH:29][CH:30]=2)=[N:7][C:6]([NH:8][C:9]([C:11]2([C:14]3[CH:24]=[CH:23][C:17]4[O:18][C:19]([F:22])([F:21])[O:20][C:16]=4[CH:15]=3)[CH2:13][CH2:12]2)=[O:10])=[CH:5][CH:4]=1, predict the reactants needed to synthesize it. The reactants are: Br[C:2]1[N:7]=[C:6]([NH:8][C:9]([C:11]2([C:14]3[CH:24]=[CH:23][C:17]4[O:18][C:19]([F:22])([F:21])[O:20][C:16]=4[CH:15]=3)[CH2:13][CH2:12]2)=[O:10])[CH:5]=[CH:4][C:3]=1[Cl:25].[CH3:26][O:27][C:28]1[N:33]=[CH:32][C:31](B(O)O)=[CH:30][CH:29]=1.C(=O)([O-])[O-].[K+].[K+]. (2) Given the product [CH2:40]([C:37]1[CH:38]=[N:39][C:34]([O:33][CH:30]2[CH2:29][CH2:28][CH:27]([C:24]3[S:25][CH:26]=[C:22]([CH2:21][O:13][C:10]4[CH:11]=[CH:12][C:7]([N:4]5[CH:5]=[N:6][C:2]([CH3:1])=[N:3]5)=[CH:8][CH:9]=4)[N:23]=3)[CH2:32][CH2:31]2)=[N:35][CH:36]=1)[CH3:41], predict the reactants needed to synthesize it. The reactants are: [CH3:1][C:2]1[N:6]=[CH:5][N:4]([C:7]2[CH:12]=[CH:11][C:10]([OH:13])=[CH:9][CH:8]=2)[N:3]=1.C([O-])([O-])=O.[K+].[K+].Cl[CH2:21][C:22]1[N:23]=[C:24]([CH:27]2[CH2:32][CH2:31][CH:30]([O:33][C:34]3[N:39]=[CH:38][C:37]([CH2:40][CH3:41])=[CH:36][N:35]=3)[CH2:29][CH2:28]2)[S:25][CH:26]=1. (3) Given the product [OH:32][CH:28]([CH2:29][CH2:30][CH3:31])[C:27]#[C:26][C:2]1[C:3]([F:25])=[C:4]([F:24])[C:5]([F:23])=[C:6]([C@H:8]2[CH2:9][CH2:10][C@H:11]([C@H:14]3[CH2:19][CH2:18][C@H:17]([CH2:20][CH2:21][CH3:22])[CH2:16][CH2:15]3)[CH2:12][CH2:13]2)[CH:7]=1, predict the reactants needed to synthesize it. The reactants are: I[C:2]1[C:3]([F:25])=[C:4]([F:24])[C:5]([F:23])=[C:6]([C@H:8]2[CH2:13][CH2:12][C@H:11]([C@H:14]3[CH2:19][CH2:18][C@H:17]([CH2:20][CH2:21][CH3:22])[CH2:16][CH2:15]3)[CH2:10][CH2:9]2)[CH:7]=1.[CH:26]#[C:27][CH:28]([OH:32])[CH2:29][CH2:30][CH3:31].S([O-])([O-])(=O)=S.[Na+].[Na+]. (4) Given the product [Cl:1][C:2]1[CH:3]=[C:4]2[C:8](=[CH:9][CH:10]=1)[N:7]([CH2:11][CH:12]([CH3:14])[CH3:13])[CH:6]=[C:5]2[C:15]1[O:16][CH:17]=[C:18]([C:20]2[NH:24][C:23]3[CH:25]=[CH:26][C:27]([CH:29]=[O:30])=[CH:28][C:22]=3[N:21]=2)[N:19]=1, predict the reactants needed to synthesize it. The reactants are: [Cl:1][C:2]1[CH:3]=[C:4]2[C:8](=[CH:9][CH:10]=1)[N:7]([CH2:11][CH:12]([CH3:14])[CH3:13])[CH:6]=[C:5]2[C:15]1[O:16][CH:17]=[C:18]([C:20]2[NH:24][C:23]3[CH:25]=[CH:26][C:27]([CH2:29][OH:30])=[CH:28][C:22]=3[N:21]=2)[N:19]=1.CC(OI1(OC(C)=O)(OC(C)=O)OC(=O)C2C=CC=CC1=2)=O.[O-]S([O-])(=S)=O.[Na+].[Na+].C([O-])(O)=O.[Na+]. (5) Given the product [Br:1][C:2]1[CH:7]=[C:6]([F:8])[CH:5]=[C:4]([Br:9])[C:3]=1[CH:19]=[O:20], predict the reactants needed to synthesize it. The reactants are: [Br:1][C:2]1[CH:7]=[C:6]([F:8])[CH:5]=[C:4]([Br:9])[C:3]=1I.C([Mg]Cl)(C)C.CN([CH:19]=[O:20])C.